Dataset: Rat liver microsome stability data. Task: Regression/Classification. Given a drug SMILES string, predict its absorption, distribution, metabolism, or excretion properties. Task type varies by dataset: regression for continuous measurements (e.g., permeability, clearance, half-life) or binary classification for categorical outcomes (e.g., BBB penetration, CYP inhibition). Dataset: rlm. The drug is CCOc1ccc(CCNC(=O)c2cc3ccncc3n2Cc2cccc(C)n2)cc1OCC. The result is 1 (stable in rat liver microsomes).